From a dataset of Catalyst prediction with 721,799 reactions and 888 catalyst types from USPTO. Predict which catalyst facilitates the given reaction. (1) The catalyst class is: 26. Product: [Cl:1][C:2]1[CH:3]=[C:4]2[C:5]([CH2:8][CH2:9][N:10]3[C:20](=[O:21])[C:19](=[O:23])[O:12][C:11]32[CH:13]2[CH2:18][CH2:17][CH2:16][CH2:15][CH2:14]2)=[CH:6][CH:7]=1. Reactant: [Cl:1][C:2]1[CH:7]=[CH:6][C:5]([CH2:8][CH2:9][NH:10][C:11]([CH:13]2[CH2:18][CH2:17][CH2:16][CH2:15][CH2:14]2)=[O:12])=[CH:4][CH:3]=1.[C:19](Cl)(=[O:23])[C:20](Cl)=[O:21].Cl. (2) The catalyst class is: 4. Reactant: [CH3:1][S:2](Cl)(=[O:4])=[O:3].[NH2:6][C@@H:7]1[CH2:12][CH2:11][N:10]([C:13]2[C:14]([Cl:37])=[C:15]([NH:21][C:22]3[N:27]=[C:26]([NH:28][CH:29]4[CH2:31][CH2:30]4)[C:25]4=[N:32][CH:33]=[C:34]([C:35]#[N:36])[N:24]4[N:23]=3)[CH:16]=[C:17]([C:19]#[N:20])[CH:18]=2)[CH2:9][C@H:8]1[O:38][Si:39]([CH:46]([CH3:48])[CH3:47])([CH:43]([CH3:45])[CH3:44])[CH:40]([CH3:42])[CH3:41].C(N(CC)CC)C. Product: [Cl:37][C:14]1[C:15]([NH:21][C:22]2[N:27]=[C:26]([NH:28][CH:29]3[CH2:30][CH2:31]3)[C:25]3=[N:32][CH:33]=[C:34]([C:35]#[N:36])[N:24]3[N:23]=2)=[CH:16][C:17]([C:19]#[N:20])=[CH:18][C:13]=1[N:10]1[CH2:11][CH2:12][C@@H:7]([NH:6][S:2]([CH3:1])(=[O:4])=[O:3])[C@H:8]([O:38][Si:39]([CH:43]([CH3:45])[CH3:44])([CH:46]([CH3:48])[CH3:47])[CH:40]([CH3:41])[CH3:42])[CH2:9]1. (3) The catalyst class is: 13. Product: [Cl-:19].[Cl:26][C:21]1[CH:22]=[CH:23][CH:24]=[CH:25][C:20]=1[CH:12]([C:13]1[CH:14]=[CH:15][C:16]([Cl:19])=[CH:17][CH:18]=1)[O:11][C:10]([NH:9][C@@H:3]1[CH:4]2[CH2:7][CH2:8][N+:1]([CH2:29][C:30](=[O:31])[C:32]3[S:33][CH:34]=[CH:35][CH:36]=3)([CH2:6][CH2:5]2)[CH2:2]1)=[O:27]. Reactant: [N:1]12[CH2:8][CH2:7][CH:4]([CH2:5][CH2:6]1)[C@@H:3]([NH:9][C:10](=[O:27])[O:11][CH:12]([C:20]1[CH:25]=[CH:24][CH:23]=[CH:22][C:21]=1[Cl:26])[C:13]1[CH:18]=[CH:17][C:16]([Cl:19])=[CH:15][CH:14]=1)[CH2:2]2.Cl[CH2:29][C:30]([C:32]1[S:33][CH:34]=[CH:35][CH:36]=1)=[O:31].